Dataset: Full USPTO retrosynthesis dataset with 1.9M reactions from patents (1976-2016). Task: Predict the reactants needed to synthesize the given product. (1) Given the product [Br:40][C:41]1[CH:46]=[C:45]([C:47]([F:48])([F:49])[F:50])[CH:44]=[CH:43][C:42]=1[C:14]1[C:13]2[C:17](=[CH:18][C:10]([S:7]([N:6]([CH2:5][C:4]3[CH:34]=[CH:35][C:36]([O:38][CH3:39])=[CH:37][C:3]=3[O:2][CH3:1])[C:29]3[S:33][N:32]=[CH:31][N:30]=3)(=[O:8])=[O:9])=[CH:11][CH:12]=2)[N:16]([CH3:19])[CH:15]=1, predict the reactants needed to synthesize it. The reactants are: [CH3:1][O:2][C:3]1[CH:37]=[C:36]([O:38][CH3:39])[CH:35]=[CH:34][C:4]=1[CH2:5][N:6]([C:29]1[S:33][N:32]=[CH:31][N:30]=1)[S:7]([C:10]1[CH:18]=[C:17]2[C:13]([C:14](B3OC(C)(C)C(C)(C)O3)=[CH:15][N:16]2[CH3:19])=[CH:12][CH:11]=1)(=[O:9])=[O:8].[Br:40][C:41]1[CH:46]=[C:45]([C:47]([F:50])([F:49])[F:48])[CH:44]=[CH:43][C:42]=1I.P([O-])([O-])([O-])=O.[K+].[K+].[K+]. (2) Given the product [C:1]([O:5][C:6]([NH:7][NH:8][CH2:20][CH2:21][CH2:22][CH3:23])=[O:9])([CH3:4])([CH3:3])[CH3:2], predict the reactants needed to synthesize it. The reactants are: [C:1]([O:5][C:6](=[O:9])[NH:7][NH2:8])([CH3:4])([CH3:3])[CH3:2].CCN(C(C)C)C(C)C.Br[CH2:20][CH2:21][CH2:22][CH3:23]. (3) Given the product [CH3:1][S:2][CH:3]1[N:7]([CH3:17])[C:6]2[CH:8]=[CH:9][CH:10]=[CH:11][C:5]=2[O:4]1, predict the reactants needed to synthesize it. The reactants are: [CH3:1][S:2][C:3]1[O:4][C:5]2[CH:11]=[CH:10][CH:9]=[CH:8][C:6]=2[N:7]=1.F[B-](F)(F)F.[CH3:17][O+](C)C.